From a dataset of Forward reaction prediction with 1.9M reactions from USPTO patents (1976-2016). Predict the product of the given reaction. (1) The product is: [NH:1]1[CH2:6][CH2:5][O:4][C@H:3]([CH2:7][CH2:8][N:9]2[C:13]3[CH:14]=[CH:15][CH:16]=[CH:17][C:12]=3[N:11]([C:18]3[CH:19]=[CH:20][CH:21]=[CH:22][CH:23]=3)[S:10]2(=[O:25])=[O:24])[CH2:2]1. Given the reactants [NH:1]1[CH2:6][CH2:5][O:4][CH:3]([CH2:7][CH2:8][N:9]2[C:13]3[CH:14]=[CH:15][CH:16]=[CH:17][C:12]=3[N:11]([C:18]3[CH:23]=[CH:22][CH:21]=[CH:20][CH:19]=3)[S:10]2(=[O:25])=[O:24])[CH2:2]1, predict the reaction product. (2) The product is: [Si:1]([O:8][CH:9]1[CH2:14][CH2:13][CH2:12][CH:11]([N:15]([CH2:25][C:26]2[CH:31]=[CH:30][CH:29]=[CH:28][CH:27]=2)[C:16]2[CH:23]=[CH:22][C:19]([C:20]#[N:21])=[C:18]([Cl:24])[CH:17]=2)[CH2:10]1)([C:4]([CH3:7])([CH3:6])[CH3:5])([CH3:3])[CH3:2]. Given the reactants [Si:1]([O:8][CH:9]1[CH2:14][CH2:13][CH2:12][CH:11]([NH:15][C:16]2[CH:23]=[CH:22][C:19]([C:20]#[N:21])=[C:18]([Cl:24])[CH:17]=2)[CH2:10]1)([C:4]([CH3:7])([CH3:6])[CH3:5])([CH3:3])[CH3:2].[CH2:25](Br)[C:26]1[CH:31]=[CH:30][CH:29]=[CH:28][CH:27]=1, predict the reaction product.